Dataset: Full USPTO retrosynthesis dataset with 1.9M reactions from patents (1976-2016). Task: Predict the reactants needed to synthesize the given product. Given the product [C:34]1([C@H:40]([NH:43][C:44]([C:15]2[N:16]3[C:17]([CH2:18][O:19][CH2:20][CH2:21]3)=[C:13]([C:11]([NH:10][C@@H:7]([C:1]3[CH:6]=[CH:5][CH:4]=[CH:3][CH:2]=3)[CH2:8][CH3:9])=[O:12])[CH:14]=2)=[O:45])[CH2:41][CH3:42])[CH:39]=[CH:38][CH:37]=[CH:36][CH:35]=1, predict the reactants needed to synthesize it. The reactants are: [C:1]1([C@H:7]([NH:10][C:11]([C:13]2[CH:14]=[C:15](Br)[N:16]3[CH2:21][CH2:20][O:19][CH2:18][C:17]=23)=[O:12])[CH2:8][CH3:9])[CH:6]=[CH:5][CH:4]=[CH:3][CH:2]=1.N12CCCN=C1CCCCC2.[C:34]1([C@H:40]([NH2:43])[CH2:41][CH3:42])[CH:39]=[CH:38][CH:37]=[CH:36][CH:35]=1.[C:44](=O)([O-])[OH:45].[Na+].